Dataset: Full USPTO retrosynthesis dataset with 1.9M reactions from patents (1976-2016). Task: Predict the reactants needed to synthesize the given product. (1) Given the product [C:1]1([C:15]2[CH:16]=[CH:17][CH:18]=[CH:19][CH:20]=2)[CH:2]=[CH:3][C:4]([C:7]#[C:27][C:26]([OH:29])=[O:28])=[CH:5][CH:6]=1, predict the reactants needed to synthesize it. The reactants are: [C:1]1([C:15]2[CH:20]=[CH:19][CH:18]=[CH:17][CH:16]=2)[CH:6]=[CH:5][C:4]([CH:7](Br)C(Br)CC(O)=O)=[CH:3][CH:2]=1.ClCCl.CO.[C:26]([OH:29])(=[O:28])[CH3:27]. (2) Given the product [O:24]=[C:23]1[C:22]2[CH:26]=[CH:27][CH:28]=[CH:29][C:21]=2[C:20](=[O:25])[N:1]1[C:2]1[CH:7]=[CH:6][C:5]([C:8]([NH:10][S:11]([C:14]2[S:15][C:16]([Cl:19])=[CH:17][CH:18]=2)(=[O:13])=[O:12])=[O:9])=[CH:4][CH:3]=1, predict the reactants needed to synthesize it. The reactants are: [NH2:1][C:2]1[CH:7]=[CH:6][C:5]([C:8]([NH:10][S:11]([C:14]2[S:15][C:16]([Cl:19])=[CH:17][CH:18]=2)(=[O:13])=[O:12])=[O:9])=[CH:4][CH:3]=1.[C:20]1(=O)[O:25][C:23](=[O:24])[C:22]2=[CH:26][CH:27]=[CH:28][CH:29]=[C:21]12. (3) The reactants are: [Li+].[B-](CC)(CC)CC.[CH:9]1([CH2:12][C@H:13]2[C:17](=O)[N:16]([C:19]([O:21][C:22]([CH3:25])([CH3:24])[CH3:23])=[O:20])[C@H:15]([C:26]([O:28][CH3:29])=[O:27])[CH2:14]2)[CH2:11][CH2:10]1.C([SiH](CC)CC)C.B(F)(F)F.CCOCC. Given the product [CH:9]1([CH2:12][C@H:13]2[CH2:17][N:16]([C:19]([O:21][C:22]([CH3:24])([CH3:25])[CH3:23])=[O:20])[C@H:15]([C:26]([O:28][CH3:29])=[O:27])[CH2:14]2)[CH2:11][CH2:10]1, predict the reactants needed to synthesize it. (4) Given the product [NH:13]1[C:14]2[C:19](=[CH:18][CH:17]=[CH:16][CH:15]=2)[CH:11]=[C:12]1[NH2:32], predict the reactants needed to synthesize it. The reactants are: C(OC([C:11]1[C:19]2[C:14](=[CH:15][CH:16]=[C:17](CCOS(C)(=O)=O)[CH:18]=2)[NH:13][C:12]=1C)=O)C1C=CC=CC=1.COC[C@@H]1CCC[NH:32]1. (5) Given the product [CH2:1]([O:3][C:4](=[O:18])[C:5]1[CH:15]=[C:14]([C:27]2[CH:28]=[CH:29][C:23]3[CH:22]=[C:21]([Si:20]([CH3:39])([CH3:19])[CH3:40])[S:25][C:24]=3[CH:26]=2)[C:8]([C:9]([O:11][CH2:12][CH3:13])=[O:10])=[CH:7][C:6]=1[C:27]1[CH:28]=[CH:29][C:23]2[CH:22]=[C:21]([Si:20]([CH3:19])([CH3:39])[CH3:40])[S:25][C:24]=2[CH:26]=1)[CH3:2], predict the reactants needed to synthesize it. The reactants are: [CH2:1]([O:3][C:4](=[O:18])[C:5]1[CH:15]=[C:14](Br)[C:8]([C:9]([O:11][CH2:12][CH3:13])=[O:10])=[CH:7][C:6]=1Br)[CH3:2].[CH3:19][Si:20]([CH3:40])([CH3:39])[C:21]1[S:25][C:24]2[CH:26]=[C:27](B3OC(C)(C)C(C)(C)O3)[CH:28]=[CH:29][C:23]=2[CH:22]=1.C(=O)([O-])[O-].[K+].[K+]. (6) Given the product [ClH:49].[CH3:20][C:18]1[CH:19]=[C:10]([O:9][C:8](=[O:11])[N:7]([CH3:27])[C:4]([CH3:6])([CH3:5])[C:1]([NH:26][CH2:21][CH2:22][CH:23]([CH3:25])[CH3:24])=[O:3])[CH:17]=[C:15]([CH3:16])[N:14]=1, predict the reactants needed to synthesize it. The reactants are: [C:1]([C:4]([NH:7][C:8](=[O:11])[O:9][CH3:10])([CH3:6])[CH3:5])([OH:3])=O.CC[N:14]([CH:18]([CH3:20])[CH3:19])[CH:15]([CH3:17])[CH3:16].[CH2:21]([NH2:26])[CH2:22][CH:23]([CH3:25])[CH3:24].[CH3:27]N(C(ON1N=NC2C=CC=CC1=2)=[N+](C)C)C.[B-](F)(F)(F)F.[ClH:49].CCOCC.